This data is from NCI-60 drug combinations with 297,098 pairs across 59 cell lines. The task is: Regression. Given two drug SMILES strings and cell line genomic features, predict the synergy score measuring deviation from expected non-interaction effect. (1) Drug 1: CNC(=O)C1=CC=CC=C1SC2=CC3=C(C=C2)C(=NN3)C=CC4=CC=CC=N4. Drug 2: B(C(CC(C)C)NC(=O)C(CC1=CC=CC=C1)NC(=O)C2=NC=CN=C2)(O)O. Cell line: MDA-MB-435. Synergy scores: CSS=0.00450, Synergy_ZIP=-0.533, Synergy_Bliss=1.70, Synergy_Loewe=0.172, Synergy_HSA=-0.325. (2) Drug 1: CN1CCC(CC1)COC2=C(C=C3C(=C2)N=CN=C3NC4=C(C=C(C=C4)Br)F)OC. Drug 2: C1=C(C(=O)NC(=O)N1)N(CCCl)CCCl. Cell line: SF-539. Synergy scores: CSS=44.7, Synergy_ZIP=0.379, Synergy_Bliss=1.15, Synergy_Loewe=-5.93, Synergy_HSA=2.43.